From a dataset of Catalyst prediction with 721,799 reactions and 888 catalyst types from USPTO. Predict which catalyst facilitates the given reaction. Reactant: Cl.Cl.[N:3]1[CH:8]=[CH:7][C:6]([O:9][C@H:10]2[CH2:15][CH2:14][C@H:13]([NH:16][C:17]([C@H:19]3[CH2:24][CH2:23][CH2:22][NH:21][CH2:20]3)=[O:18])[CH2:12][CH2:11]2)=[CH:5][CH:4]=1.[C:25]1([S:31](Cl)(=[O:33])=[O:32])[CH:30]=[CH:29][CH:28]=[CH:27][CH:26]=1.C(N(CC)CC)C. Product: [C:25]1([S:31]([N:21]2[CH2:22][CH2:23][CH2:24][C@H:19]([C:17]([NH:16][C@H:13]3[CH2:12][CH2:11][C@H:10]([O:9][C:6]4[CH:5]=[CH:4][N:3]=[CH:8][CH:7]=4)[CH2:15][CH2:14]3)=[O:18])[CH2:20]2)(=[O:33])=[O:32])[CH:30]=[CH:29][CH:28]=[CH:27][CH:26]=1. The catalyst class is: 10.